Dataset: NCI-60 drug combinations with 297,098 pairs across 59 cell lines. Task: Regression. Given two drug SMILES strings and cell line genomic features, predict the synergy score measuring deviation from expected non-interaction effect. (1) Drug 1: C(=O)(N)NO. Drug 2: C(CCl)NC(=O)N(CCCl)N=O. Cell line: OVCAR-4. Synergy scores: CSS=1.72, Synergy_ZIP=-1.65, Synergy_Bliss=-1.53, Synergy_Loewe=-0.453, Synergy_HSA=-0.535. (2) Drug 1: CC12CCC3C(C1CCC2O)C(CC4=C3C=CC(=C4)O)CCCCCCCCCS(=O)CCCC(C(F)(F)F)(F)F. Drug 2: C1=NC2=C(N=C(N=C2N1C3C(C(C(O3)CO)O)F)Cl)N. Cell line: NCI-H226. Synergy scores: CSS=-0.752, Synergy_ZIP=0.838, Synergy_Bliss=1.82, Synergy_Loewe=-1.49, Synergy_HSA=-0.960. (3) Drug 1: COC1=NC(=NC2=C1N=CN2C3C(C(C(O3)CO)O)O)N. Drug 2: N.N.Cl[Pt+2]Cl. Cell line: SK-OV-3. Synergy scores: CSS=16.1, Synergy_ZIP=-5.12, Synergy_Bliss=2.94, Synergy_Loewe=-7.58, Synergy_HSA=-0.505.